Dataset: Catalyst prediction with 721,799 reactions and 888 catalyst types from USPTO. Task: Predict which catalyst facilitates the given reaction. (1) Reactant: [C:1]([CH:3]([N:10]([CH3:18])[C:11](=[O:17])[O:12][C:13]([CH3:16])([CH3:15])[CH3:14])[CH2:4][CH2:5][CH2:6][CH:7]([OH:9])[CH3:8])#[N:2].C(O)(C)(C)C.[NH2:24][OH:25]. Product: [NH2:2]/[C:1](=[N:24]\[OH:25])/[CH:3]([N:10]([CH3:18])[C:11](=[O:17])[O:12][C:13]([CH3:14])([CH3:16])[CH3:15])[CH2:4][CH2:5][CH2:6][CH:7]([OH:9])[CH3:8]. The catalyst class is: 5. (2) Reactant: Cl[C:2]1[CH:9]=[CH:8][C:5]([C:6]#[N:7])=[CH:4][N:3]=1.[F:10][C:11]1[CH:16]=[CH:15][C:14]([C:17]([CH3:21])([CH3:20])[CH2:18][NH2:19])=[CH:13][CH:12]=1.C(=O)([O-])[O-].[K+].[K+]. Product: [F:10][C:11]1[CH:12]=[CH:13][C:14]([C:17]([CH3:21])([CH3:20])[CH2:18][NH:19][C:2]2[CH:9]=[CH:8][C:5]([C:6]#[N:7])=[CH:4][N:3]=2)=[CH:15][CH:16]=1. The catalyst class is: 32.